This data is from Retrosynthesis with 50K atom-mapped reactions and 10 reaction types from USPTO. The task is: Predict the reactants needed to synthesize the given product. (1) Given the product COC(=O)c1ccccc1Nc1c(-c2cc(F)c3nccnc3c2)c(C)nn1-c1cc(F)ccc1F, predict the reactants needed to synthesize it. The reactants are: CC1(C)OB(c2cc(F)c3nccnc3c2)OC1(C)C.COC(=O)c1ccccc1Nc1c(Br)c(C)nn1-c1cc(F)ccc1F. (2) Given the product CC(C)OC(=O)c1cccnc1N1CC[C@H](N(C)C(=O)OC(C)(C)C)C1, predict the reactants needed to synthesize it. The reactants are: CC(C)OC(=O)c1cccnc1N1CC[C@H](NC(=O)OC(C)(C)C)C1.CI.